This data is from Peptide-MHC class I binding affinity with 185,985 pairs from IEDB/IMGT. The task is: Regression. Given a peptide amino acid sequence and an MHC pseudo amino acid sequence, predict their binding affinity value. This is MHC class I binding data. (1) The binding affinity (normalized) is 0.283. The peptide sequence is DPWVLLNASW. The MHC is Mamu-B17 with pseudo-sequence Mamu-B17. (2) The peptide sequence is YLAKLFLDH. The MHC is HLA-B39:01 with pseudo-sequence HLA-B39:01. The binding affinity (normalized) is 0.0847.